This data is from Catalyst prediction with 721,799 reactions and 888 catalyst types from USPTO. The task is: Predict which catalyst facilitates the given reaction. (1) Reactant: [Br:1][C:2]1[CH:7]=[CH:6][C:5]([NH:8][C:9]2[S:10][C:11]3[CH:17]=[CH:16][C:15]([OH:18])=[CH:14][C:12]=3[N:13]=2)=[CH:4][CH:3]=1.C[Si]([N-][Si](C)(C)C)(C)C.[K+].Cl[C:30]1[CH:35]=[CH:34][N:33]=[C:32]([C:36]([NH:38][CH3:39])=[O:37])[CH:31]=1.C(=O)([O-])[O-].[K+].[K+]. Product: [Br:1][C:2]1[CH:3]=[CH:4][C:5]([NH:8][C:9]2[S:10][C:11]3[CH:17]=[CH:16][C:15]([O:18][C:30]4[CH:35]=[CH:34][N:33]=[C:32]([C:36]([NH:38][CH3:39])=[O:37])[CH:31]=4)=[CH:14][C:12]=3[N:13]=2)=[CH:6][CH:7]=1. The catalyst class is: 9. (2) Reactant: Cl.Cl.[NH2:3][C:4]1[CH:23]=[CH:22][C:7]2[CH:8]=[C:9]([C:11]([NH:13][C@@H:14]3[CH:19]4[CH2:20][CH2:21][N:16]([CH2:17][CH2:18]4)[CH2:15]3)=[O:12])[S:10][C:6]=2[CH:5]=1.C(N(CC)CC)C.[Cl:31][C:32]1[CH:37]=[C:36]([Cl:38])[CH:35]=[CH:34][C:33]=1[N:39]=[C:40]=[O:41]. Product: [ClH:31].[N:16]12[CH2:21][CH2:20][CH:19]([CH2:18][CH2:17]1)[C@@H:14]([NH:13][C:11]([C:9]1[S:10][C:6]3[CH:5]=[C:4]([NH:3][C:40]([NH:39][C:33]4[CH:34]=[CH:35][C:36]([Cl:38])=[CH:37][C:32]=4[Cl:31])=[O:41])[CH:23]=[CH:22][C:7]=3[CH:8]=1)=[O:12])[CH2:15]2. The catalyst class is: 1.